From a dataset of Reaction yield outcomes from USPTO patents with 853,638 reactions. Predict the reaction yield, written as a fraction of the theoretical maximum amount of product (1.0 means a 100% yield; for example, 0.34 means a 34% yield). (1) The reactants are [N:1]1[C:8](Cl)=[N:7][C:5](Cl)=[N:4][C:2]=1Cl.[F:10][C:11]1C=C(C=CC=1N)OC.CC[N:22]([CH:26]([CH3:28])[CH3:27])C(C)C.[CH:29]1([NH2:36])[CH2:35][CH2:34][CH2:33][CH2:32][CH2:31][CH2:30]1.[CH3:37][N:38]([CH3:42])[CH2:39][CH2:40][NH2:41].[C:43]([O:46][CH2:47][CH3:48])(=O)C. The catalyst is CC#N. The product is [CH:29]1([NH:36][C:2]2[N:4]=[C:5]([NH:41][CH2:40][CH2:39][N:38]([CH3:42])[CH3:37])[N:7]=[C:8]([NH:22][C:26]3[CH:27]=[CH:48][C:47]([O:46][CH3:43])=[C:11]([F:10])[CH:28]=3)[N:1]=2)[CH2:35][CH2:34][CH2:33][CH2:32][CH2:31][CH2:30]1. The yield is 0.280. (2) The reactants are O[C:2]1[C:3]([C:11]2([CH2:32][OH:33])[C:19]3[C:14](=[CH:15][CH:16]=[CH:17][CH:18]=3)[N:13]([CH2:20][C:21]3[CH:30]=[CH:29][C:24]([C:25]([O:27][CH3:28])=[O:26])=[CH:23][CH:22]=3)[C:12]2=[O:31])=[CH:4][C:5]2[O:9][CH2:8][O:7][C:6]=2[CH:10]=1.C1(CCN2C3C(=CC=CC=3)C(C3C(O)=CC4OCOC=4C=3)(CO)C2=O)CC1. No catalyst specified. The product is [O:31]=[C:12]1[C:11]2([C:3]3=[CH:4][C:5]4[O:9][CH2:8][O:7][C:6]=4[CH:10]=[C:2]3[O:33][CH2:32]2)[C:19]2[C:14](=[CH:15][CH:16]=[CH:17][CH:18]=2)[N:13]1[CH2:20][C:21]1[CH:22]=[CH:23][C:24]([C:25]([O:27][CH3:28])=[O:26])=[CH:29][CH:30]=1. The yield is 0.870.